This data is from Forward reaction prediction with 1.9M reactions from USPTO patents (1976-2016). The task is: Predict the product of the given reaction. (1) Given the reactants [CH3:1][C:2]1[N:7]=[C:6]([C:8]([F:11])([F:10])[F:9])[N:5]=[C:4]([N:12]2[C@@H:19]3[C@@H:14]([CH2:15][CH2:16][NH:17][CH2:18]3)[CH2:13]2)[CH:3]=1.CC1C=C(C)N=C(N2[C@@H]3[C@@H](CCNC3)C2)N=1.[F:36][C:37]1[CH:45]=[CH:44][CH:43]=[C:42]([C:46]2[N:51]=[CH:50][CH:49]=[CH:48][N:47]=2)[C:38]=1[C:39](O)=[O:40].S1C=CC=C1C1C=CC=CC=1C(O)=O, predict the reaction product. The product is: [F:36][C:37]1[CH:45]=[CH:44][CH:43]=[C:42]([C:46]2[N:47]=[CH:48][CH:49]=[CH:50][N:51]=2)[C:38]=1[C:39]([N:17]1[CH2:16][CH2:15][C@@H:14]2[C@@H:19]([N:12]([C:4]3[CH:3]=[C:2]([CH3:1])[N:7]=[C:6]([C:8]([F:10])([F:9])[F:11])[N:5]=3)[CH2:13]2)[CH2:18]1)=[O:40]. (2) Given the reactants [N+:1]([C:4]1[CH:9]=[CH:8][C:7]([S:10](Cl)(=[O:12])=[O:11])=[CH:6][CH:5]=1)([O-:3])=[O:2].[CH2:14]([N:16](CC)CC)C.CN, predict the reaction product. The product is: [CH3:14][NH:16][S:10]([C:7]1[CH:8]=[CH:9][C:4]([N+:1]([O-:3])=[O:2])=[CH:5][CH:6]=1)(=[O:12])=[O:11]. (3) The product is: [CH3:20][CH:18]1[C:3]2[C:2](=[CH:7][CH:6]=[C:5]([C:8]3[CH:9]=[CH:10][C:11]([C:14]([F:15])([F:16])[F:17])=[CH:12][CH:13]=3)[CH:4]=2)[NH:1][C:23](=[O:24])[NH:19]1. Given the reactants [NH2:1][C:2]1[CH:7]=[CH:6][C:5]([C:8]2[CH:13]=[CH:12][C:11]([C:14]([F:17])([F:16])[F:15])=[CH:10][CH:9]=2)=[CH:4][C:3]=1[C:18]#[N:19].[CH3:20][Mg]Br.[CH3:23][O:24]C(Cl)=O, predict the reaction product.